This data is from Full USPTO retrosynthesis dataset with 1.9M reactions from patents (1976-2016). The task is: Predict the reactants needed to synthesize the given product. (1) Given the product [CH3:28][N:29]1[C:30](=[O:62])[C:31]([NH:44][C:45]2[CH:50]=[CH:49][C:48]([N:51]3[CH2:56][CH2:55][N:54]([CH:57]4[CH2:58][O:59][CH2:60]4)[CH2:53][C@@H:52]3[CH3:61])=[CH:47][N:46]=2)=[CH:32][C:33]([C:5]2[CH:10]=[CH:9][N:8]=[C:7]([N:11]3[C:23](=[O:24])[C:22]4[N:14]([C:15]5[C@@H:16]6[CH2:25][C@H:19]([C:20]=5[CH:21]=4)[CH2:18][CH2:17]6)[CH2:13][CH2:12]3)[C:6]=2[CH:26]=[O:27])=[CH:34]1, predict the reactants needed to synthesize it. The reactants are: C(#N)C.Cl[C:5]1[CH:10]=[CH:9][N:8]=[C:7]([N:11]2[C:23](=[O:24])[C:22]3[N:14]([C:15]4[C@@H:16]5[CH2:25][C@H:19]([C:20]=4[CH:21]=3)[CH2:18][CH2:17]5)[CH2:13][CH2:12]2)[C:6]=1[CH:26]=[O:27].[CH3:28][N:29]1[CH:34]=[C:33](B2OC(C)(C)C(C)(C)O2)[CH:32]=[C:31]([NH:44][C:45]2[CH:50]=[CH:49][C:48]([N:51]3[CH2:56][CH2:55][N:54]([CH:57]4[CH2:60][O:59][CH2:58]4)[CH2:53][C@@H:52]3[CH3:61])=[CH:47][N:46]=2)[C:30]1=[O:62].C([O-])(=O)C.[K+]. (2) Given the product [CH3:35][N:34]([CH3:36])[CH2:33][CH2:32][O:27][C:21]1[CH:22]=[N:23][C:24]2[C:19]([CH:20]=1)=[CH:18][C:17]([CH2:16][C:13]1[N:11]3[N:12]=[C:7]([C:1]4[CH:2]=[CH:3][CH:4]=[CH:5][CH:6]=4)[CH:8]=[CH:9][C:10]3=[N:15][N:14]=1)=[CH:26][CH:25]=2, predict the reactants needed to synthesize it. The reactants are: [C:1]1([C:7]2[CH:8]=[CH:9][C:10]3[N:11]([C:13]([CH2:16][C:17]4[CH:18]=[C:19]5[C:24](=[CH:25][CH:26]=4)[N:23]=[CH:22][C:21]([OH:27])=[CH:20]5)=[N:14][N:15]=3)[N:12]=2)[CH:6]=[CH:5][CH:4]=[CH:3][CH:2]=1.[H-].[Na+].Cl.Cl[CH2:32][CH2:33][N:34]([CH3:36])[CH3:35].[OH-].[Na+]. (3) Given the product [CH2:13]([O:15][C:16]([C:18]1[CH:19]2[N:43]([C:8]([O:11][C:62]([CH3:64])([CH3:63])[CH3:61])=[O:10])[CH:23]([CH2:24][C:25]=1[C:26]1[S:30][C:29]([CH2:31][O:32][CH2:33][CH2:34][OH:35])=[N:28][CH:27]=1)[CH2:22][N:21]([C:45]([O:47][C:48]([CH3:51])([CH3:50])[CH3:49])=[O:46])[CH2:20]2)=[O:17])[CH3:14], predict the reactants needed to synthesize it. The reactants are: ClC(OC(Cl)C)=O.[C:8]([O-:11])([OH:10])=O.[Na+].[CH2:13]([O:15][C:16]([C:18]1[CH:19]2[N:43](C)[CH:23]([CH2:24][C:25]=1[C:26]1[S:30][C:29]([CH2:31][O:32][CH2:33][CH2:34][O:35][Si](C(C)(C)C)(C)C)=[N:28][CH:27]=1)[CH2:22][N:21]([C:45]([O:47][C:48]([CH3:51])([CH3:50])[CH3:49])=[O:46])[CH2:20]2)=[O:17])[CH3:14].CCN(C(C)C)C(C)C.[CH3:61][C:62](OC(OC(O[C:62]([CH3:64])([CH3:63])[CH3:61])=O)=O)([CH3:64])[CH3:63]. (4) Given the product [CH3:21][O:22][C:23](=[O:32])[CH:24]([O:17][C:12]1[CH:13]=[CH:14][CH:15]=[C:16]2[C:11]=1[CH:10]=[C:9]([CH3:18])[N:8]2[CH2:1][C:2]1[CH:3]=[CH:4][CH:5]=[CH:6][CH:7]=1)[C:25]1[CH:26]=[CH:27][CH:28]=[CH:29][CH:30]=1, predict the reactants needed to synthesize it. The reactants are: [CH2:1]([N:8]1[C:16]2[CH:15]=[CH:14][CH:13]=[C:12]([OH:17])[C:11]=2[CH:10]=[C:9]1[CH3:18])[C:2]1[CH:7]=[CH:6][CH:5]=[CH:4][CH:3]=1.[H-].[Na+].[CH3:21][O:22][C:23](=[O:32])[CH:24](Br)[C:25]1[CH:30]=[CH:29][CH:28]=[CH:27][CH:26]=1. (5) Given the product [CH3:33][C:34]1[CH:35]=[CH:36][C:37]([C:40]2[N:44]([C:45]3[CH:46]=[N:47][CH:48]=[CH:49][CH:50]=3)[N:43]=[C:42]([C:51]([N:28]3[CH2:29][C:30](=[O:31])[N:25]([CH3:24])[C:26](=[O:32])[CH2:27]3)=[O:52])[CH:41]=2)=[N:38][CH:39]=1, predict the reactants needed to synthesize it. The reactants are: ON1C2C=CC=CC=2N=N1.Cl.CN(C)CCCN=C=NCC.Cl.[CH3:24][N:25]1[C:30](=[O:31])[CH2:29][NH:28][CH2:27][C:26]1=[O:32].[CH3:33][C:34]1[CH:35]=[CH:36][C:37]([C:40]2[N:44]([C:45]3[CH:46]=[N:47][CH:48]=[CH:49][CH:50]=3)[N:43]=[C:42]([C:51](O)=[O:52])[CH:41]=2)=[N:38][CH:39]=1.